Dataset: NCI-60 drug combinations with 297,098 pairs across 59 cell lines. Task: Regression. Given two drug SMILES strings and cell line genomic features, predict the synergy score measuring deviation from expected non-interaction effect. (1) Drug 1: CN1CCC(CC1)COC2=C(C=C3C(=C2)N=CN=C3NC4=C(C=C(C=C4)Br)F)OC. Drug 2: CC1C(C(CC(O1)OC2CC(CC3=C2C(=C4C(=C3O)C(=O)C5=C(C4=O)C(=CC=C5)OC)O)(C(=O)C)O)N)O.Cl. Cell line: TK-10. Synergy scores: CSS=33.3, Synergy_ZIP=2.45, Synergy_Bliss=7.50, Synergy_Loewe=6.42, Synergy_HSA=8.25. (2) Cell line: NCI-H522. Drug 1: COC1=C(C=C2C(=C1)N=CN=C2NC3=CC(=C(C=C3)F)Cl)OCCCN4CCOCC4. Drug 2: CC1CCC2CC(C(=CC=CC=CC(CC(C(=O)C(C(C(=CC(C(=O)CC(OC(=O)C3CCCCN3C(=O)C(=O)C1(O2)O)C(C)CC4CCC(C(C4)OC)OCCO)C)C)O)OC)C)C)C)OC. Synergy scores: CSS=46.3, Synergy_ZIP=4.34, Synergy_Bliss=4.17, Synergy_Loewe=8.26, Synergy_HSA=9.53. (3) Drug 1: CNC(=O)C1=CC=CC=C1SC2=CC3=C(C=C2)C(=NN3)C=CC4=CC=CC=N4. Drug 2: C1CCC(C(C1)N)N.C(=O)(C(=O)[O-])[O-].[Pt+4]. Cell line: MCF7. Synergy scores: CSS=38.8, Synergy_ZIP=3.35, Synergy_Bliss=9.20, Synergy_Loewe=-2.66, Synergy_HSA=10.4. (4) Drug 1: CC1=C(C(=CC=C1)Cl)NC(=O)C2=CN=C(S2)NC3=CC(=NC(=N3)C)N4CCN(CC4)CCO. Synergy scores: CSS=9.93, Synergy_ZIP=6.68, Synergy_Bliss=19.9, Synergy_Loewe=-3.83, Synergy_HSA=-0.852. Drug 2: C1=NC2=C(N1)C(=S)N=CN2. Cell line: SK-MEL-5. (5) Drug 1: CC1=CC2C(CCC3(C2CCC3(C(=O)C)OC(=O)C)C)C4(C1=CC(=O)CC4)C. Drug 2: C1=C(C(=O)NC(=O)N1)F. Cell line: LOX IMVI. Synergy scores: CSS=35.5, Synergy_ZIP=1.04, Synergy_Bliss=-0.558, Synergy_Loewe=-10.8, Synergy_HSA=0.253. (6) Drug 1: CC12CCC3C(C1CCC2=O)CC(=C)C4=CC(=O)C=CC34C. Drug 2: COC1=NC(=NC2=C1N=CN2C3C(C(C(O3)CO)O)O)N. Cell line: BT-549. Synergy scores: CSS=24.3, Synergy_ZIP=7.22, Synergy_Bliss=6.09, Synergy_Loewe=-11.1, Synergy_HSA=4.15.